The task is: Predict the reaction yield, written as a fraction of the theoretical maximum amount of product (1.0 means a 100% yield; for example, 0.34 means a 34% yield).. This data is from Reaction yield outcomes from USPTO patents with 853,638 reactions. The reactants are C(O)(C(F)(F)F)=O.[Cl:8][C:9]1[CH:14]=[CH:13][C:12]([CH:15]([NH:19][C:20]([C:22]2([NH:37]C(=O)OC(C)(C)C)[CH2:27][CH2:26][N:25]([C:28]3[C:29]4[CH:36]=[CH:35][NH:34][C:30]=4[N:31]=[CH:32][N:33]=3)[CH2:24][CH2:23]2)=[O:21])[CH2:16][CH2:17][OH:18])=[CH:11][CH:10]=1. The catalyst is ClCCl. The product is [NH2:37][C:22]1([C:20]([NH:19][CH:15]([C:12]2[CH:11]=[CH:10][C:9]([Cl:8])=[CH:14][CH:13]=2)[CH2:16][CH2:17][OH:18])=[O:21])[CH2:23][CH2:24][N:25]([C:28]2[C:29]3[CH:36]=[CH:35][NH:34][C:30]=3[N:31]=[CH:32][N:33]=2)[CH2:26][CH2:27]1. The yield is 0.698.